This data is from Reaction yield outcomes from USPTO patents with 853,638 reactions. The task is: Predict the reaction yield, written as a fraction of the theoretical maximum amount of product (1.0 means a 100% yield; for example, 0.34 means a 34% yield). (1) The reactants are [NH2:1][C:2]1[CH:11]=[C:10]([O:12][CH3:13])[C:9]([O:14][CH2:15][CH2:16][Cl:17])=[CH:8][C:3]=1[C:4](OC)=[O:5].Cl.[CH:19](N)=[NH:20]. The catalyst is C(O)C. The product is [Cl:17][CH2:16][CH2:15][O:14][C:9]1[CH:8]=[C:3]2[C:2](=[CH:11][C:10]=1[O:12][CH3:13])[N:1]=[CH:19][N:20]=[C:4]2[OH:5]. The yield is 0.860. (2) The reactants are CN(C)[CH:3]=[C:4]([C:12]1[CH:17]=[CH:16][N:15]=[CH:14][CH:13]=1)[C:5]([C:7]1[O:8][CH:9]=[CH:10][CH:11]=1)=O.Cl.[NH2:20][C:21]([NH2:23])=[NH:22].C(=O)([O-])[O-].[K+].[K+]. The catalyst is CN(C)C=O.O. The product is [O:8]1[CH:9]=[CH:10][CH:11]=[C:7]1[C:5]1[C:4]([C:12]2[CH:13]=[CH:14][N:15]=[CH:16][CH:17]=2)=[CH:3][N:20]=[C:21]([NH2:23])[N:22]=1. The yield is 0.800. (3) The reactants are Br[CH2:2][C:3]([O:5][CH3:6])=[O:4].[C:7]1([C@H:13]([NH2:15])[CH3:14])[CH:12]=[CH:11][CH:10]=[CH:9][CH:8]=1.C(N(CC)CC)C. The product is [C:7]1([C@H:13]([NH:15][CH2:2][C:3]([O:5][CH3:6])=[O:4])[CH3:14])[CH:12]=[CH:11][CH:10]=[CH:9][CH:8]=1. The yield is 0.900. The catalyst is CCOC(C)=O. (4) The product is [N:39]1([CH2:2][CH2:3][CH2:4][S:5]([N:8]2[CH2:13][CH2:12][CH:11]([C:14]3[C:22]4[C:17](=[C:18]([C:28]([NH2:30])=[O:29])[CH:19]=[C:20]([C:23]5[CH:27]=[CH:26][S:25][CH:24]=5)[CH:21]=4)[NH:16][N:15]=3)[CH2:10][CH2:9]2)(=[O:7])=[O:6])[CH2:43][CH2:42][CH2:41][CH2:40]1. The reactants are Cl[CH2:2][CH2:3][CH2:4][S:5]([N:8]1[CH2:13][CH2:12][CH:11]([C:14]2[C:22]3[C:17](=[C:18]([C:28]([NH2:30])=[O:29])[CH:19]=[C:20]([C:23]4[CH:27]=[CH:26][S:25][CH:24]=4)[CH:21]=3)[NH:16][N:15]=2)[CH2:10][CH2:9]1)(=[O:7])=[O:6].C([O-])([O-])=O.[K+].[K+].[I-].[Na+].[NH:39]1[CH2:43][CH2:42][CH2:41][CH2:40]1. The catalyst is CN(C=O)C. The yield is 0.370. (5) The reactants are [Cl:1][C:2]1[CH:7]=[C:6]([N+:8]([O-:10])=[O:9])[CH:5]=[C:4]([Cl:11])[C:3]=1[CH3:12].[Mn]([O-])(=O)(=O)=[O:14].[K+].[OH2:19]. The catalyst is C([N+](C)(C)C)CCCCCCCCCCCCCCC. The product is [Cl:1][C:2]1[CH:7]=[C:6]([N+:8]([O-:10])=[O:9])[CH:5]=[C:4]([Cl:11])[C:3]=1[C:12]([OH:14])=[O:19]. The yield is 0.0960. (6) The reactants are COC1C=CC(C[N:8](CC2C=CC(OC)=CC=2)[C:9]2[N:14]=[C:13]([C:15]3[C:16]([NH:28][C:29]4[CH:30]=[N:31][C:32]([O:35][CH3:36])=[CH:33][CH:34]=4)=[N:17][CH:18]=[C:19]([CH2:21][N:22]4[CH2:27][CH2:26][S:25][CH2:24][CH2:23]4)[CH:20]=3)[N:12]=[C:11]([CH3:37])[N:10]=2)=CC=1. The catalyst is C(O)(C(F)(F)F)=O.OS(C(F)(F)F)(=O)=O. The product is [CH3:36][O:35][C:32]1[N:31]=[CH:30][C:29]([NH:28][C:16]2[C:15]([C:13]3[N:12]=[C:11]([CH3:37])[N:10]=[C:9]([NH2:8])[N:14]=3)=[CH:20][C:19]([CH2:21][N:22]3[CH2:27][CH2:26][S:25][CH2:24][CH2:23]3)=[CH:18][N:17]=2)=[CH:34][CH:33]=1. The yield is 0.550. (7) The reactants are Cl[C:2]1[N:7]=[CH:6][C:5]([B:8]([OH:10])[OH:9])=[CH:4][N:3]=1.[NH:11]1[CH2:16][CH2:15][O:14][CH2:13][CH2:12]1.C(N(CC)CC)C. The catalyst is CCO. The product is [N:11]1([C:2]2[N:7]=[CH:6][C:5]([B:8]([OH:10])[OH:9])=[CH:4][N:3]=2)[CH2:16][CH2:15][O:14][CH2:13][CH2:12]1. The yield is 0.680.